Dataset: Forward reaction prediction with 1.9M reactions from USPTO patents (1976-2016). Task: Predict the product of the given reaction. (1) Given the reactants C(OC([N:8]([C:16]1[C:21]([O:22]C)=[C:20]([NH:24][C:25]2[C:30](=[O:31])[N:29]3[C:32]4([CH2:40][CH2:39][CH2:38][CH2:37][CH2:36]4)[NH:33][C:34](=[O:35])[C:28]3=[C:27]([CH3:41])[CH:26]=2)[N:19]=[CH:18][N:17]=1)C(=O)OC(C)(C)C)=O)(C)(C)C.ClCCl.B(Br)(Br)Br, predict the reaction product. The product is: [NH2:8][C:16]1[N:17]=[CH:18][N:19]=[C:20]([NH:24][C:25]2[C:30](=[O:31])[N:29]3[C:32]4([CH2:40][CH2:39][CH2:38][CH2:37][CH2:36]4)[NH:33][C:34](=[O:35])[C:28]3=[C:27]([CH3:41])[CH:26]=2)[C:21]=1[OH:22]. (2) Given the reactants [NH2:1][C:2]1[CH:3]=[C:4](/[CH:24]=[C:25]2/[C:26]([NH:31][CH3:32])=[N:27][C:28](=[O:30])[S:29]/2)[CH:5]=[CH:6][C:7]=1[O:8][CH2:9][C:10]1[CH:15]=[CH:14][C:13]([C:16]([F:19])([F:18])[F:17])=[CH:12][C:11]=1[C:20]([F:23])([F:22])[F:21].[CH:33](=O)[C:34]1[CH:39]=[CH:38][CH:37]=[CH:36][CH:35]=1.C([BH3-])#N.[Na+], predict the reaction product. The product is: [CH2:33]([NH:1][C:2]1[CH:3]=[C:4](/[CH:24]=[C:25]2/[C:26]([NH:31][CH3:32])=[N:27][C:28](=[O:30])[S:29]/2)[CH:5]=[CH:6][C:7]=1[O:8][CH2:9][C:10]1[CH:15]=[CH:14][C:13]([C:16]([F:17])([F:18])[F:19])=[CH:12][C:11]=1[C:20]([F:21])([F:22])[F:23])[C:34]1[CH:39]=[CH:38][CH:37]=[CH:36][CH:35]=1. (3) Given the reactants C[SiH](C)[O:3][CH:4](C(C)(C)C(C)C)[C@H:5]1[N:10]2[C:11]3[CH:12]=[C:13]([C:18]([F:21])([F:20])[F:19])[CH:14]=[CH:15][C:16]=3[CH:17]=[C:9]2[C:8](=O)[NH:7][CH2:6]1.[H-].[Al+3].[Li+].[H-].[H-].[H-].C(OCC)(=O)C.O, predict the reaction product. The product is: [NH3:7].[F:21][C:18]([F:19])([F:20])[C:13]1[CH:14]=[CH:15][C:16]2[CH:17]=[C:9]3[CH2:8][NH:7][CH2:6][C@@H:5]([CH2:4][OH:3])[N:10]3[C:11]=2[CH:12]=1. (4) The product is: [Cl:15][C:10]1[CH:11]=[CH:12][C:13]2[C:14]3[C:2]([NH:79][C@H:74]([CH:71]4[CH2:73][CH2:72]4)[C:75]([F:78])([F:77])[F:76])=[N:3][CH:4]=[C:5]([C:16]#[N:17])[C:6]=3[NH:7][C:8]=2[CH:9]=1. Given the reactants Cl[C:2]1[C:14]2[C:13]3[CH:12]=[CH:11][C:10]([Cl:15])=[CH:9][C:8]=3[NH:7][C:6]=2[C:5]([C:16]#[N:17])=[CH:4][N:3]=1.C1C=CC(P(C2C(C3C(P(C4C=CC=CC=4)C4C=CC=CC=4)=CC=C4C=3C=CC=C4)=C3C(C=CC=C3)=CC=2)C2C=CC=CC=2)=CC=1.CC(C)([O-])C.[Na+].[Cl-].[CH:71]1([C@@H:74]([NH3+:79])[C:75]([F:78])([F:77])[F:76])[CH2:73][CH2:72]1, predict the reaction product. (5) Given the reactants [NH2:1][C:2]1[CH:9]=[C:8]([CH3:10])[CH:7]=[CH:6][C:3]=1[C:4]#[N:5].[N-:11]=[N+:12]=[N-:13].[Na+].Cl.C(N(CC)CC)C, predict the reaction product. The product is: [CH3:10][C:8]1[CH:7]=[CH:6][C:3]([C:4]2[NH:13][N:12]=[N:11][N:5]=2)=[C:2]([CH:9]=1)[NH2:1].